Dataset: Peptide-MHC class I binding affinity with 185,985 pairs from IEDB/IMGT. Task: Regression. Given a peptide amino acid sequence and an MHC pseudo amino acid sequence, predict their binding affinity value. This is MHC class I binding data. (1) The peptide sequence is GEIPFYGKA. The MHC is Patr-B2401 with pseudo-sequence Patr-B2401. The binding affinity (normalized) is 0.166. (2) The peptide sequence is KIDYYIPYV. The MHC is HLA-A02:03 with pseudo-sequence HLA-A02:03. The binding affinity (normalized) is 0.539. (3) The peptide sequence is SVIDHIHYM. The MHC is HLA-A03:01 with pseudo-sequence HLA-A03:01. The binding affinity (normalized) is 0.0847. (4) The peptide sequence is LTYLQYGW. The MHC is Mamu-B52 with pseudo-sequence Mamu-B52. The binding affinity (normalized) is 0.505. (5) The peptide sequence is VLRGNRQGL. The MHC is HLA-A02:16 with pseudo-sequence HLA-A02:16. The binding affinity (normalized) is 0.300. (6) The peptide sequence is WKFDSSLAF. The MHC is HLA-B15:03 with pseudo-sequence HLA-B15:03. The binding affinity (normalized) is 0.806. (7) The peptide sequence is LETRTETWM. The MHC is HLA-B40:01 with pseudo-sequence HLA-B40:01. The binding affinity (normalized) is 0.488. (8) The peptide sequence is YDQMKCKSL. The MHC is HLA-B40:01 with pseudo-sequence HLA-B40:01. The binding affinity (normalized) is 0. (9) The peptide sequence is YMYAVSGAL. The MHC is HLA-B35:01 with pseudo-sequence HLA-B35:01. The binding affinity (normalized) is 0.436.